This data is from Catalyst prediction with 721,799 reactions and 888 catalyst types from USPTO. The task is: Predict which catalyst facilitates the given reaction. (1) Reactant: [CH3:1][O:2][C:3]([C@@H:5]([N:13]1[CH2:21][C:17]2[CH:18]=[CH:19][S:20][C:16]=2[CH2:15][CH2:14]1)[C:6]1[CH:7]=[CH:8][CH:9]=[CH:10][C:11]=1[Cl:12])=[O:4].CC1(C)C2(CS(O)(=O)=O)C(CC1CC2)=O.[S:37](=[O:41])(=[O:40])([OH:39])[OH:38]. Product: [CH3:1][O:2][C:3]([C@@H:5]([N:13]1[CH2:21][C:17]2[CH:18]=[CH:19][S:20][C:16]=2[CH2:15][CH2:14]1)[C:6]1[C:11]([Cl:12])=[CH:10][CH:9]=[CH:8][CH:7]=1)=[O:4].[OH:40][S:37]([OH:41])(=[O:39])=[O:38]. The catalyst class is: 21. (2) Reactant: [CH3:1][C:2]1([CH3:31])[C:10]2[C:5](=[CH:6][C:7]([N+:22]([O-])=O)=[C:8]([NH:11][C:12](=O)[CH2:13][CH2:14][C:15]3[CH:20]=[CH:19][CH:18]=[CH:17][CH:16]=3)[CH:9]=2)[N:4]([CH2:25]/[CH:26]=[CH:27]/[CH2:28][CH3:29])[C:3]1=[O:30]. Product: [CH3:1][C:2]1([CH3:31])[C:10]2[CH:9]=[C:8]3[NH:11][C:12]([CH2:13][CH2:14][C:15]4[CH:20]=[CH:19][CH:18]=[CH:17][CH:16]=4)=[N:22][C:7]3=[CH:6][C:5]=2[N:4]([CH2:25]/[CH:26]=[CH:27]/[CH2:28][CH3:29])[C:3]1=[O:30]. The catalyst class is: 180. (3) Reactant: [F:1][C:2]1[C:15]([NH:16][CH2:17][C:18]2[CH:23]=[C:22]([C:24]3[CH:29]=[CH:28][CH:27]=[C:26]([F:30])[CH:25]=3)[CH:21]=[CH:20][C:19]=2[F:31])=[C:14]([F:32])[C:13]([CH3:33])=[CH:12][C:3]=1[O:4][CH2:5][C:6]([O:8]C(C)C)=[O:7].[Li+].[OH-]. Product: [F:1][C:2]1[C:15]([NH:16][CH2:17][C:18]2[CH:23]=[C:22]([C:24]3[CH:29]=[CH:28][CH:27]=[C:26]([F:30])[CH:25]=3)[CH:21]=[CH:20][C:19]=2[F:31])=[C:14]([F:32])[C:13]([CH3:33])=[CH:12][C:3]=1[O:4][CH2:5][C:6]([OH:8])=[O:7]. The catalyst class is: 1. (4) The catalyst class is: 41. Product: [CH2:1]([O:8][C:9]1[CH:10]=[C:11]([C:15]2[N:16]=[C:17]([O:25][CH2:26][CH3:27])[N:18]3[CH:23]=[CH:22][N:21]=[C:20]([NH2:28])[C:19]=23)[CH:12]=[CH:13][CH:14]=1)[C:2]1[CH:7]=[CH:6][CH:5]=[CH:4][CH:3]=1. Reactant: [CH2:1]([O:8][C:9]1[CH:10]=[C:11]([C:15]2[N:16]=[C:17]([O:25][CH2:26][CH3:27])[N:18]3[CH:23]=[CH:22][N:21]=[C:20](Cl)[C:19]=23)[CH:12]=[CH:13][CH:14]=1)[C:2]1[CH:7]=[CH:6][CH:5]=[CH:4][CH:3]=1.[NH3:28]. (5) Reactant: [Br:1][C:2]1[CH:3]=[CH:4][C:5]([O:10][CH2:11][CH:12]2[CH2:17][CH2:16][N:15]([CH2:18][C:19]([CH2:23][CH3:24])(O)[CH2:20][CH3:21])[CH2:14][CH2:13]2)=[C:6]([CH:9]=1)[C:7]#[N:8].CCN(S(F)(F)[F:31])CC.O. Product: [Br:1][C:2]1[CH:3]=[CH:4][C:5]([O:10][CH2:11][CH:12]2[CH2:17][CH2:16][N:15]([CH2:18][C:19]([CH2:23][CH3:24])([F:31])[CH2:20][CH3:21])[CH2:14][CH2:13]2)=[C:6]([CH:9]=1)[C:7]#[N:8]. The catalyst class is: 2. (6) Reactant: Cl[C:2]1[C:7]2=[C:8]([CH:17]([CH3:19])[CH3:18])[C:9]([C:11]3[O:12][C:13]([CH3:16])=[CH:14][N:15]=3)=[CH:10][N:6]2[N:5]=[CH:4][N:3]=1.[NH2:20][C:21]1[CH:22]=[C:23]([CH:29]=[CH:30][C:31]=1[F:32])[C:24]([NH:26][O:27][CH3:28])=[O:25]. Product: [F:32][C:31]1[CH:30]=[CH:29][C:23]([C:24]([NH:26][O:27][CH3:28])=[O:25])=[CH:22][C:21]=1[NH:20][C:2]1[C:7]2=[C:8]([CH:17]([CH3:19])[CH3:18])[C:9]([C:11]3[O:12][C:13]([CH3:16])=[CH:14][N:15]=3)=[CH:10][N:6]2[N:5]=[CH:4][N:3]=1. The catalyst class is: 42.